From a dataset of Retrosynthesis with 50K atom-mapped reactions and 10 reaction types from USPTO. Predict the reactants needed to synthesize the given product. (1) Given the product COC(=O)c1cc(NC(=O)OCc2ccccc2)cc([N+](=O)[O-])c1C, predict the reactants needed to synthesize it. The reactants are: COC(=O)c1cc(N)cc([N+](=O)[O-])c1C.O=C(Cl)OCc1ccccc1. (2) The reactants are: CCOC(=O)C(O)c1ccc(-c2ccccc2Cl)cc1. Given the product O=C(O)C(O)c1ccc(-c2ccccc2Cl)cc1, predict the reactants needed to synthesize it. (3) The reactants are: CNC(=O)[C@H]1CCCN(CC(=O)O)C1.COc1nc2c(OCc3c(Cl)ccc(N(C)C(=O)CN)c3Cl)cccc2n1Cc1ccccn1. Given the product CNC(=O)[C@H]1CCCN(CC(=O)NCC(=O)N(C)c2ccc(Cl)c(COc3cccc4c3nc(OC)n4Cc3ccccn3)c2Cl)C1, predict the reactants needed to synthesize it. (4) Given the product CC(C)(C)OC(=O)N1CCC(=Cc2ccccc2Cl)CC1, predict the reactants needed to synthesize it. The reactants are: CC(C)(C)OC(=O)N1CCC(=O)CC1.Clc1ccccc1C[P+](c1ccccc1)(c1ccccc1)c1ccccc1. (5) The reactants are: O=C(COc1ccc(Cl)cc1)N1CCN(Cc2ccc(F)cc2)CC1. Given the product Fc1ccc(CN2CCN(CCOc3ccc(Cl)cc3)CC2)cc1, predict the reactants needed to synthesize it.